This data is from Full USPTO retrosynthesis dataset with 1.9M reactions from patents (1976-2016). The task is: Predict the reactants needed to synthesize the given product. (1) Given the product [CH:1]1([N:5]2[CH2:6][CH2:7][C:8]3[CH:15]=[CH:14][C:13]([O:16][C:18]4[CH:27]=[C:26]([O:28][CH3:29])[C:25]5[C:20](=[CH:21][CH:22]=[C:23]([CH3:30])[CH:24]=5)[N:19]=4)=[CH:12][C:9]=3[CH2:10][CH2:11]2)[CH2:4][CH2:3][CH2:2]1, predict the reactants needed to synthesize it. The reactants are: [CH:1]1([N:5]2[CH2:11][CH2:10][C:9]3[CH:12]=[C:13]([OH:16])[CH:14]=[CH:15][C:8]=3[CH2:7][CH2:6]2)[CH2:4][CH2:3][CH2:2]1.Cl[C:18]1[CH:27]=[C:26]([O:28][CH3:29])[C:25]2[C:20](=[CH:21][CH:22]=[C:23]([CH3:30])[CH:24]=2)[N:19]=1.C(=O)([O-])[O-].[Cs+].[Cs+]. (2) Given the product [CH2:3]([O:10][C:11]1[CH:12]=[CH:13][C:14]([CH:15]=[CH:16][C:17]([NH:26][C@H:25]([C:24]([OH:34])=[O:23])[CH2:27][C:28]2[CH:33]=[CH:32][CH:31]=[CH:30][CH:29]=2)=[O:19])=[CH:20][CH:21]=1)[C:4]1[CH:5]=[CH:6][CH:7]=[CH:8][CH:9]=1, predict the reactants needed to synthesize it. The reactants are: [OH-].[Li+].[CH2:3]([O:10][C:11]1[CH:21]=[CH:20][C:14]([CH:15]=[CH:16][C:17]([OH:19])=O)=[CH:13][CH:12]=1)[C:4]1[CH:9]=[CH:8][CH:7]=[CH:6][CH:5]=1.C[O:23][C:24](=[O:34])[C@H:25]([CH2:27][C:28]1[CH:33]=[CH:32][CH:31]=[CH:30][CH:29]=1)[NH2:26]. (3) Given the product [O:1]1[CH:5]=[CH:4][CH:3]=[C:2]1[C:6]1[O:7][C:8]([CH3:39])=[C:9]([CH2:11][O:12][C:13]2[CH:36]=[CH:35][C:16]([CH2:17][O:18][C:19]3[C:23](/[CH:24]=[CH:25]/[C:26](=[S:49])[NH2:28])=[CH:22][N:21]([C:29]4[CH:34]=[CH:33][CH:32]=[CH:31][CH:30]=4)[N:20]=3)=[CH:15][C:14]=2[O:37][CH3:38])[N:10]=1, predict the reactants needed to synthesize it. The reactants are: [O:1]1[CH:5]=[CH:4][CH:3]=[C:2]1[C:6]1[O:7][C:8]([CH3:39])=[C:9]([CH2:11][O:12][C:13]2[CH:36]=[CH:35][C:16]([CH2:17][O:18][C:19]3[C:23](/[CH:24]=[CH:25]/[C:26]([NH2:28])=O)=[CH:22][N:21]([C:29]4[CH:34]=[CH:33][CH:32]=[CH:31][CH:30]=4)[N:20]=3)=[CH:15][C:14]=2[O:37][CH3:38])[N:10]=1.COC1C=CC(P2(SP(C3C=CC(OC)=CC=3)(=S)S2)=[S:49])=CC=1.N1C=CC=CC=1. (4) Given the product [C:16]([N:4]1[CH2:5][CH2:6][C:7]2[C:12](=[CH:11][C:10]([OH:13])=[C:9]([O:14][CH3:15])[CH:8]=2)[CH:3]1[CH2:1][CH3:2])(=[O:18])[CH3:17], predict the reactants needed to synthesize it. The reactants are: [CH2:1]([CH:3]1[C:12]2[C:7](=[CH:8][C:9]([O:14][CH3:15])=[C:10]([OH:13])[CH:11]=2)[CH2:6][CH2:5][NH:4]1)[CH3:2].[C:16](OC(=O)C)(=[O:18])[CH3:17].C(N(CC)CC)C. (5) Given the product [Cl:1][C:2]1[CH:3]=[C:4]2[C:9](=[O:10])[N:17]([CH2:13][CH:14]([CH3:16])[CH3:15])[C:6](=[O:8])[C:5]2=[CH:11][CH:12]=1, predict the reactants needed to synthesize it. The reactants are: [Cl:1][C:2]1[CH:3]=[C:4]2[C:9](=[O:10])[O:8][C:6](=O)[C:5]2=[CH:11][CH:12]=1.[CH2:13]([NH2:17])[CH:14]([CH3:16])[CH3:15].C1(C)C=CC(S(O)(=O)=O)=CC=1.